This data is from Reaction yield outcomes from USPTO patents with 853,638 reactions. The task is: Predict the reaction yield, written as a fraction of the theoretical maximum amount of product (1.0 means a 100% yield; for example, 0.34 means a 34% yield). The product is [CH3:9][N:10]1[CH2:15][CH2:14][C:13]2[NH:7][C:1]3[CH:6]=[CH:5][CH:4]=[CH:3][C:2]=3[C:12]=2[CH2:11]1. The reactants are [C:1]1([NH:7]N)[CH:6]=[CH:5][CH:4]=[CH:3][CH:2]=1.[CH3:9][N:10]1[CH2:15][CH2:14][C:13](=O)[CH2:12][CH2:11]1.S(=O)(=O)(O)O.C(=O)(O)[O-].[Na+].[OH-].[Na+]. The catalyst is O1CCOCC1. The yield is 0.930.